From a dataset of Catalyst prediction with 721,799 reactions and 888 catalyst types from USPTO. Predict which catalyst facilitates the given reaction. (1) Reactant: Br[C:2]1[C:3]([CH2:12][CH2:13][CH2:14][CH2:15][CH2:16][CH3:17])=[N:4][C:5]2[C:10]([CH:11]=1)=[CH:9][CH:8]=[CH:7][CH:6]=2.C([Li])(C)(C)C.[O:23]1[C:28](=[O:29])[CH2:27][CH2:26][CH2:25][C:24]1=[O:30].O. Product: [CH2:12]([C:3]1[C:2]([C:28](=[O:29])[CH2:27][CH2:26][CH2:25][C:24]([OH:30])=[O:23])=[CH:11][C:10]2[C:5](=[CH:6][CH:7]=[CH:8][CH:9]=2)[N:4]=1)[CH2:13][CH2:14][CH2:15][CH2:16][CH3:17]. The catalyst class is: 28. (2) Reactant: [CH3:1][O:2][C:3]([C:5]1[N:6]([CH3:26])[N:7]=[C:8]([O:10][CH2:11][C:12]2[C:13]([C:19]3[CH:24]=[CH:23][C:22]([F:25])=[CH:21][CH:20]=3)=[N:14][O:15][C:16]=2[CH:17]=[O:18])[CH:9]=1)=[O:4].[BH4-].[Na+].C(O)(=O)CC(CC(O)=O)(C(O)=O)O. Product: [CH3:1][O:2][C:3]([C:5]1[N:6]([CH3:26])[N:7]=[C:8]([O:10][CH2:11][C:12]2[C:13]([C:19]3[CH:20]=[CH:21][C:22]([F:25])=[CH:23][CH:24]=3)=[N:14][O:15][C:16]=2[CH2:17][OH:18])[CH:9]=1)=[O:4]. The catalyst class is: 5. (3) Reactant: [CH2:1]([O:8][C@@H:9]1[C@@H:21]([O:22][CH2:23][C:24]2[CH:29]=[CH:28][CH:27]=[CH:26][CH:25]=2)[C@@H:20]([O:30][CH2:31][C:32]2[CH:37]=[CH:36][CH:35]=[CH:34][CH:33]=2)[C@@H:19]([CH2:38][O:39][CH2:40][C:41]2[CH:46]=[CH:45][CH:44]=[CH:43][CH:42]=2)[O:18][C@H:10]1SC1C=CC=CC=1)[C:2]1[CH:7]=[CH:6][CH:5]=[CH:4][CH:3]=1.C(N(S(F)(F)[F:53])CC)C.BrN1C(=O)CCC1=O.C([O-])(O)=O.[Na+]. Product: [CH2:1]([O:8][C@@H:9]1[C@@H:21]([O:22][CH2:23][C:24]2[CH:29]=[CH:28][CH:27]=[CH:26][CH:25]=2)[C@@H:20]([O:30][CH2:31][C:32]2[CH:37]=[CH:36][CH:35]=[CH:34][CH:33]=2)[C@@H:19]([CH2:38][O:39][CH2:40][C:41]2[CH:46]=[CH:45][CH:44]=[CH:43][CH:42]=2)[O:18][C@@H:10]1[F:53])[C:2]1[CH:7]=[CH:6][CH:5]=[CH:4][CH:3]=1. The catalyst class is: 2. (4) Reactant: [Cl-:1].[NH3+:2][CH2:3][CH2:4][CH2:5][CH2:6][C:7]([C:9]1[CH:10]=[NH+:11][CH:12]=[CH:13][CH:14]=1)=O.[Cl-].[C:16]1([C:22]2[O:26][C:25]([CH:27]=O)=[CH:24][CH:23]=2)[CH:21]=[CH:20][CH:19]=[CH:18][CH:17]=1. Product: [ClH:1].[ClH:1].[C:16]1([C:22]2[O:26][C:25]([CH:27]=[C:6]3[CH2:5][CH2:4][CH2:3][N:2]=[C:7]3[C:9]3[CH:10]=[N:11][CH:12]=[CH:13][CH:14]=3)=[CH:24][CH:23]=2)[CH:21]=[CH:20][CH:19]=[CH:18][CH:17]=1. The catalyst class is: 32. (5) Reactant: Cl[C:2]1[C:3]([NH:18][C:19]2[CH:23]=[C:22]([O:24][CH3:25])[NH:21][N:20]=2)=[N:4][C:5]([NH:8][C@H:9]([C:11]2[N:16]=[CH:15][C:14]([F:17])=[CH:13][N:12]=2)[CH3:10])=[N:6][CH:7]=1.COC1NN=C(NC2C=C([C:40]([F:43])([F:42])[F:41])N=C(S(C)(=O)=O)N=2)C=1.CCN(C(C)C)C(C)C. The catalyst class is: 114. Product: [F:17][C:14]1[CH:13]=[N:12][C:11]([C@@H:9]([NH:8][C:5]2[N:4]=[C:3]([NH:18][C:19]3[CH:23]=[C:22]([O:24][CH3:25])[NH:21][N:20]=3)[CH:2]=[C:7]([C:40]([F:43])([F:42])[F:41])[N:6]=2)[CH3:10])=[N:16][CH:15]=1. (6) Reactant: [NH2:1][C:2]1[CH:7]=[C:6](Br)[N:5]=[C:4]([C:9]([O:11][CH3:12])=[O:10])[C:3]=1[Cl:13].[F:14][C:15]1[C:23]2[O:22][C:21]([C:24]3[CH:29]=[CH:28][CH:27]=[CH:26][CH:25]=3)=[N:20][C:19]=2[CH:18]=[CH:17][C:16]=1B(O)O.C([O-])([O-])=O.[K+].[K+].O. Product: [NH2:1][C:2]1[CH:7]=[C:6]([C:16]2[CH:17]=[CH:18][C:19]3[N:20]=[C:21]([C:24]4[CH:29]=[CH:28][CH:27]=[CH:26][CH:25]=4)[O:22][C:23]=3[C:15]=2[F:14])[N:5]=[C:4]([C:9]([O:11][CH3:12])=[O:10])[C:3]=1[Cl:13]. The catalyst class is: 184. (7) Reactant: [C:1](Cl)(=[O:4])[CH:2]=[CH2:3].[Cl:6][C:7]1[C:8]([C:33]2[CH:34]=[N:35][N:36]3[CH:41]=[CH:40][CH:39]=[CH:38][C:37]=23)=[N:9][C:10]([NH:13][C:14]2[CH:15]=[C:16]([NH2:32])[C:17]([N:22]([CH3:31])[CH2:23][CH2:24][N:25]3[CH2:30][CH2:29][O:28][CH2:27][CH2:26]3)=[CH:18][C:19]=2[O:20][CH3:21])=[N:11][CH:12]=1.CCN(C(C)C)C(C)C.C(OCC)C. Product: [Cl:6][C:7]1[C:8]([C:33]2[CH:34]=[N:35][N:36]3[CH:41]=[CH:40][CH:39]=[CH:38][C:37]=23)=[N:9][C:10]([NH:13][C:14]2[C:19]([O:20][CH3:21])=[CH:18][C:17]([N:22]([CH3:31])[CH2:23][CH2:24][N:25]3[CH2:30][CH2:29][O:28][CH2:27][CH2:26]3)=[C:16]([NH:32][C:1](=[O:4])[CH:2]=[CH2:3])[CH:15]=2)=[N:11][CH:12]=1. The catalyst class is: 49. (8) Reactant: Br[C:2]1[CH:7]=[C:6]([O:8][CH2:9][CH2:10][CH2:11][O:12][CH3:13])[C:5]([O:14][CH3:15])=[CH:4][C:3]=1[CH3:16].CCCCCC.CN([CH:26]=[O:27])C. Product: [CH3:15][O:14][C:5]1[C:6]([O:8][CH2:9][CH2:10][CH2:11][O:12][CH3:13])=[CH:7][C:2]([CH:26]=[O:27])=[C:3]([CH3:16])[CH:4]=1. The catalyst class is: 1.